Dataset: Full USPTO retrosynthesis dataset with 1.9M reactions from patents (1976-2016). Task: Predict the reactants needed to synthesize the given product. (1) Given the product [CH2:24]([N:28]([CH2:16][C:13]1[CH:14]=[C:15]2[C:10](=[CH:11][C:12]=1[O:18][CH3:19])[N:9]=[CH:8][N:7]=[C:6]2[NH:5][C:4]1[CH:20]=[CH:21][CH:22]=[C:2]([Cl:1])[C:3]=1[F:23])[CH2:29][C:30]([OH:32])=[O:31])[CH2:25][CH2:26][CH3:27], predict the reactants needed to synthesize it. The reactants are: [Cl:1][C:2]1[C:3]([F:23])=[C:4]([CH:20]=[CH:21][CH:22]=1)[NH:5][C:6]1[C:15]2[C:10](=[CH:11][C:12]([O:18][CH3:19])=[C:13]([CH:16]=O)[CH:14]=2)[N:9]=[CH:8][N:7]=1.[CH2:24]([NH:28][CH2:29][C:30]([OH:32])=[O:31])[CH2:25][CH2:26][CH3:27]. (2) The reactants are: Br[C:2]1[CH:3]=[CH:4][C:5]2[N:6]([C:8]([C:11]3[CH:18]=[CH:17][C:14]([C:15]#[N:16])=[CH:13][CH:12]=3)=[CH:9][N:10]=2)[CH:7]=1.[CH3:19][N:20]1[CH2:25][CH2:24][N:23]([C:26]([C:28]2[CH:33]=[CH:32][C:31](B3OC(C)(C)C(C)(C)O3)=[CH:30][CH:29]=2)=[O:27])[CH2:22][CH2:21]1.C([O-])(O)=O.[Na+]. Given the product [CH3:19][N:20]1[CH2:25][CH2:24][N:23]([C:26]([C:28]2[CH:33]=[CH:32][C:31]([C:2]3[CH:3]=[CH:4][C:5]4[N:6]([C:8]([C:11]5[CH:18]=[CH:17][C:14]([C:15]#[N:16])=[CH:13][CH:12]=5)=[CH:9][N:10]=4)[CH:7]=3)=[CH:30][CH:29]=2)=[O:27])[CH2:22][CH2:21]1, predict the reactants needed to synthesize it. (3) Given the product [NH2:20][C:18]1[CH:17]=[CH:16][CH:15]=[C:14]2[C:19]=1[C:11]([S:8]([C:5]1[CH:4]=[CH:3][C:2]([Cl:1])=[CH:7][CH:6]=1)(=[O:10])=[O:9])=[C:12]([CH3:27])[N:13]2[CH2:48][C:49]([O:51][CH2:52][CH3:53])=[O:50], predict the reactants needed to synthesize it. The reactants are: [Cl:1][C:2]1[CH:7]=[CH:6][C:5]([S:8]([CH:11]2[C:19]3[C:14](=[CH:15][CH:16]=[CH:17][C:18]=3[N+:20]([O-])=O)[NH:13][C:12]2([CH3:27])CC(O)=O)(=[O:10])=[O:9])=[CH:4][CH:3]=1.ClC1C=CC(S(C2C3C(=CC=C(C)C=3)N([CH2:48][C:49]([O:51][CH2:52][CH3:53])=[O:50])C=2C)(=O)=O)=CC=1. (4) Given the product [Cl:21][C:2]1[C:6]2[CH:7]=[C:8]([CH3:11])[CH:9]=[CH:10][C:5]=2[O:4][N:3]=1, predict the reactants needed to synthesize it. The reactants are: O[C:2]1[C:6]2[CH:7]=[C:8]([CH3:11])[CH:9]=[CH:10][C:5]=2[O:4][N:3]=1.C(N(CC)CC)C.O=P(Cl)(Cl)[Cl:21]. (5) Given the product [F:23][C:2]1[CH:7]=[C:6]([N:8]2[CH:12]=[CH:11][CH:10]=[N:9]2)[CH:5]=[C:4]([C:13]2[CH:18]=[CH:17][C:16]([O:19][CH:20]([CH3:22])[CH3:21])=[CH:15][CH:14]=2)[N:3]=1, predict the reactants needed to synthesize it. The reactants are: Cl[C:2]1[CH:7]=[C:6]([N:8]2[CH:12]=[CH:11][CH:10]=[N:9]2)[CH:5]=[C:4]([C:13]2[CH:18]=[CH:17][C:16]([O:19][CH:20]([CH3:22])[CH3:21])=[CH:15][CH:14]=2)[N:3]=1.[F-:23].[Cs+].CS(C)=O. (6) Given the product [Cl:17][CH2:18][C:19]([NH:12][C:7]1[CH:2]=[N:3][CH:4]=[C:5]([C:8]#[N:9])[CH:6]=1)=[O:20], predict the reactants needed to synthesize it. The reactants are: N[C:2]1[CH:7]=[CH:6][C:5]([C:8]#[N:9])=[CH:4][N:3]=1.C([N:12](CC)CC)C.[Cl:17][CH2:18][C:19](Cl)=[O:20]. (7) Given the product [Br:1][C:2]1[C:11]2[C:6](=[CH:7][CH:8]=[CH:9][CH:10]=2)[C:5](=[O:12])[N:4]([C:13]2[CH:21]=[CH:20][C:16]([C:17]([NH:24][CH3:22])=[O:18])=[CH:15][CH:14]=2)[N:3]=1, predict the reactants needed to synthesize it. The reactants are: [Br:1][C:2]1[C:11]2[C:6](=[CH:7][CH:8]=[CH:9][CH:10]=2)[C:5](=[O:12])[N:4]([C:13]2[CH:21]=[CH:20][C:16]([C:17](O)=[O:18])=[CH:15][CH:14]=2)[N:3]=1.[C:22](N1C=CN=C1)([N:24]1C=CN=C1)=O.CN. (8) The reactants are: [CH3:1][C:2]([C:6]1[CH:7]=[C:8]([CH:12]=[CH:13][CH:14]=1)[C:9]([OH:11])=[O:10])([CH3:5])[CH:3]=[O:4].[C:15](=O)([O-])[O-].[K+].[K+].CI. Given the product [CH3:5][C:2]([C:6]1[CH:7]=[C:8]([CH:12]=[CH:13][CH:14]=1)[C:9]([O:11][CH3:15])=[O:10])([CH3:1])[CH:3]=[O:4], predict the reactants needed to synthesize it.